This data is from Merck oncology drug combination screen with 23,052 pairs across 39 cell lines. The task is: Regression. Given two drug SMILES strings and cell line genomic features, predict the synergy score measuring deviation from expected non-interaction effect. (1) Drug 1: COC12C(COC(N)=O)C3=C(C(=O)C(C)=C(N)C3=O)N1CC1NC12. Drug 2: C=CCn1c(=O)c2cnc(Nc3ccc(N4CCN(C)CC4)cc3)nc2n1-c1cccc(C(C)(C)O)n1. Cell line: OCUBM. Synergy scores: synergy=17.5. (2) Drug 1: CC1(c2nc3c(C(N)=O)cccc3[nH]2)CCCN1. Drug 2: Cn1c(=O)n(-c2ccc(C(C)(C)C#N)cc2)c2c3cc(-c4cnc5ccccc5c4)ccc3ncc21. Cell line: SKMES1. Synergy scores: synergy=19.6. (3) Drug 1: O=C(NOCC(O)CO)c1ccc(F)c(F)c1Nc1ccc(I)cc1F. Drug 2: Cn1cc(-c2cnn3c(N)c(Br)c(C4CCCNC4)nc23)cn1. Cell line: RKO. Synergy scores: synergy=10.1. (4) Drug 1: NC1CCCCC1N.O=C(O)C(=O)O.[Pt+2]. Drug 2: CNC(=O)c1cc(Oc2ccc(NC(=O)Nc3ccc(Cl)c(C(F)(F)F)c3)cc2)ccn1. Cell line: OV90. Synergy scores: synergy=-10.3.